From a dataset of CYP2C19 inhibition data for predicting drug metabolism from PubChem BioAssay. Regression/Classification. Given a drug SMILES string, predict its absorption, distribution, metabolism, or excretion properties. Task type varies by dataset: regression for continuous measurements (e.g., permeability, clearance, half-life) or binary classification for categorical outcomes (e.g., BBB penetration, CYP inhibition). Dataset: cyp2c19_veith. (1) The molecule is CCc1ccccc1NC(=S)NCc1ccc2c(c1)OCO2. The result is 1 (inhibitor). (2) The compound is COc1ccc2cc3cc(C(=O)NCCN4CCN(c5ccccc5F)CC4)oc3nc2c1. The result is 1 (inhibitor). (3) The drug is Cc1cnc2cc(Cl)ccc2c1SCC(=O)O. The result is 0 (non-inhibitor). (4) The compound is COc1cnc(SCc2ccc(Cl)cc2)nc1Cl. The result is 1 (inhibitor). (5) The drug is CSc1nsc(SCc2ccc(Cl)cc2)n1. The result is 1 (inhibitor). (6) The compound is O=C(c1cnccn1)N1CCC2(CCCN(c3ccncc3)C2)CC1. The result is 0 (non-inhibitor).